This data is from NCI-60 drug combinations with 297,098 pairs across 59 cell lines. The task is: Regression. Given two drug SMILES strings and cell line genomic features, predict the synergy score measuring deviation from expected non-interaction effect. (1) Drug 1: CC12CCC(CC1=CCC3C2CCC4(C3CC=C4C5=CN=CC=C5)C)O. Drug 2: C1CC(=O)NC(=O)C1N2CC3=C(C2=O)C=CC=C3N. Cell line: 786-0. Synergy scores: CSS=7.85, Synergy_ZIP=-3.55, Synergy_Bliss=2.00, Synergy_Loewe=2.34, Synergy_HSA=2.37. (2) Drug 1: COC1=C(C=C2C(=C1)N=CN=C2NC3=CC(=C(C=C3)F)Cl)OCCCN4CCOCC4. Drug 2: C1CN(CCN1C(=O)CCBr)C(=O)CCBr. Cell line: HCT116. Synergy scores: CSS=41.2, Synergy_ZIP=-0.668, Synergy_Bliss=3.42, Synergy_Loewe=3.72, Synergy_HSA=6.00. (3) Drug 1: CC12CCC3C(C1CCC2=O)CC(=C)C4=CC(=O)C=CC34C. Drug 2: C1=CN(C(=O)N=C1N)C2C(C(C(O2)CO)O)O.Cl. Cell line: OVCAR3. Synergy scores: CSS=56.6, Synergy_ZIP=-3.16, Synergy_Bliss=-2.82, Synergy_Loewe=-6.63, Synergy_HSA=-1.91. (4) Drug 1: CS(=O)(=O)OCCCCOS(=O)(=O)C. Drug 2: CC1C(C(CC(O1)OC2CC(CC3=C2C(=C4C(=C3O)C(=O)C5=CC=CC=C5C4=O)O)(C(=O)C)O)N)O. Cell line: SN12C. Synergy scores: CSS=33.6, Synergy_ZIP=-1.19, Synergy_Bliss=-3.50, Synergy_Loewe=-43.8, Synergy_HSA=-3.21.